This data is from Full USPTO retrosynthesis dataset with 1.9M reactions from patents (1976-2016). The task is: Predict the reactants needed to synthesize the given product. (1) Given the product [F:1][CH2:2][CH2:3][N:4]1[C:13]2[C:8](=[CH:9][CH:10]=[C:11](/[CH:14]=[CH:15]/[C:16]3[S:17][CH:18]=[C:19]([CH:21]([CH3:23])[CH3:22])[N:20]=3)[CH:12]=2)[C:7](=[O:24])[C:6]([C:25]([NH2:30])=[O:27])=[CH:5]1, predict the reactants needed to synthesize it. The reactants are: [F:1][CH2:2][CH2:3][N:4]1[C:13]2[C:8](=[CH:9][CH:10]=[C:11](/[CH:14]=[CH:15]/[C:16]3[S:17][CH:18]=[C:19]([CH:21]([CH3:23])[CH3:22])[N:20]=3)[CH:12]=2)[C:7](=[O:24])[C:6]([C:25]([OH:27])=O)=[CH:5]1.C([N:30](CC)CC)C.ClC(OCC)=O.N. (2) Given the product [Cl:1][C:2]1[N:7]=[C:6]([NH2:8])[CH:5]=[C:4]([CH3:15])[CH:3]=1, predict the reactants needed to synthesize it. The reactants are: [Cl:1][C:2]1[N:7]=[C:6]([NH:8]C(=O)C(C)(C)C)[CH:5]=[C:4]([CH3:15])[CH:3]=1.[OH-].[Na+]. (3) Given the product [Cl:13][C:14]1[CH:20]=[C:19]([CH3:21])[CH:18]=[C:17]([CH3:22])[C:15]=1[N:16]=[C:10]([C:6]1[N:5]=[C:4]([C:1](=[O:3])[CH3:2])[CH:9]=[CH:8][CH:7]=1)[CH3:11], predict the reactants needed to synthesize it. The reactants are: [C:1]([C:4]1[CH:9]=[CH:8][CH:7]=[C:6]([C:10](=O)[CH3:11])[N:5]=1)(=[O:3])[CH3:2].[Cl:13][C:14]1[CH:20]=[C:19]([CH3:21])[CH:18]=[C:17]([CH3:22])[C:15]=1[NH2:16].C1(C)C=CC(S(O)(=O)=O)=CC=1.O. (4) Given the product [Br:27][C:22]1[C:23]([CH3:26])=[N:24][O:25][C:21]=1[NH:20][S:2]([C:5]1[S:6][C:7]([CH2:10][O:11][C:12](=[O:19])[C:13]2[CH:18]=[CH:17][CH:16]=[CH:15][CH:14]=2)=[CH:8][CH:9]=1)(=[O:4])=[O:3], predict the reactants needed to synthesize it. The reactants are: Cl[S:2]([C:5]1[S:6][C:7]([CH2:10][O:11][C:12](=[O:19])[C:13]2[CH:18]=[CH:17][CH:16]=[CH:15][CH:14]=2)=[CH:8][CH:9]=1)(=[O:4])=[O:3].[NH2:20][C:21]1[O:25][N:24]=[C:23]([CH3:26])[C:22]=1[Br:27]. (5) The reactants are: [ClH:1].[CH2:2]([N:9]1[CH2:13][CH2:12][CH2:11][C@H:10]1[C:14]([N:16]1[CH2:21][CH2:20][CH:19]([CH2:22][C:23]2[CH:28]=[CH:27][C:26]([F:29])=[CH:25][CH:24]=2)[CH2:18][CH2:17]1)=O)[C:3]1[CH:8]=[CH:7][CH:6]=[CH:5][CH:4]=1.C1(N)C(F)=C(F)C(F)=C(N)C=1F.Cl.Cl. Given the product [ClH:1].[ClH:1].[CH2:2]([N:9]1[CH2:13][CH2:12][CH2:11][C@H:10]1[CH2:14][N:16]1[CH2:21][CH2:20][CH:19]([CH2:22][C:23]2[CH:24]=[CH:25][C:26]([F:29])=[CH:27][CH:28]=2)[CH2:18][CH2:17]1)[C:3]1[CH:8]=[CH:7][CH:6]=[CH:5][CH:4]=1, predict the reactants needed to synthesize it. (6) The reactants are: [C:1]1([C:7]#[C:8][C:9]2[CH:10]=[C:11]([CH:14]=[CH:15][CH:16]=2)[CH:12]=O)[CH:6]=[CH:5][CH:4]=[CH:3][CH:2]=1.[C:17]1([C@H:27]([NH2:29])[CH3:28])[C:26]2[C:21](=[CH:22][CH:23]=[CH:24][CH:25]=2)[CH:20]=[CH:19][CH:18]=1. Given the product [C:17]1([C@H:27]([NH:29][CH2:12][C:11]2[CH:14]=[CH:15][CH:16]=[C:9]([C:8]#[C:7][C:1]3[CH:6]=[CH:5][CH:4]=[CH:3][CH:2]=3)[CH:10]=2)[CH3:28])[C:26]2[C:21](=[CH:22][CH:23]=[CH:24][CH:25]=2)[CH:20]=[CH:19][CH:18]=1, predict the reactants needed to synthesize it.